From a dataset of Full USPTO retrosynthesis dataset with 1.9M reactions from patents (1976-2016). Predict the reactants needed to synthesize the given product. (1) The reactants are: C([O-])(=O)C.[NH4+:5].[CH3:6][O:7][CH2:8][C:9](=O)[CH2:10][C:11]([O:13][CH3:14])=[O:12]. Given the product [NH2:5][C:9]([CH2:8][O:7][CH3:6])=[CH:10][C:11]([O:13][CH3:14])=[O:12], predict the reactants needed to synthesize it. (2) Given the product [NH2:14][CH2:13][CH2:12][N:11]([C:7]1[CH:6]=[C:5]2[C:10](=[CH:9][CH:8]=1)[N:2]([CH3:1])[CH:3]=[CH:4]2)[S:25]([C:28]1[CH:29]=[C:30]([O:38][CH3:39])[C:31]([O:36][CH3:37])=[C:32]([O:34][CH3:35])[CH:33]=1)(=[O:27])=[O:26], predict the reactants needed to synthesize it. The reactants are: [CH3:1][N:2]1[C:10]2[C:5](=[CH:6][C:7]([N:11]([S:25]([C:28]3[CH:33]=[C:32]([O:34][CH3:35])[C:31]([O:36][CH3:37])=[C:30]([O:38][CH3:39])[CH:29]=3)(=[O:27])=[O:26])[CH2:12][CH2:13][NH:14]C(=O)OCC3C=CC=CC=3)=[CH:8][CH:9]=2)[CH:4]=[CH:3]1.C1COCC1.[H][H]. (3) Given the product [CH3:1][O:2][C:3](=[O:14])[CH2:4][C:5]1[CH:10]=[CH:9][C:8]([O:11][CH3:12])=[C:7]([B:15]2[O:19][C:18]([CH3:21])([CH3:20])[C:17]([CH3:23])([CH3:22])[O:16]2)[CH:6]=1, predict the reactants needed to synthesize it. The reactants are: [CH3:1][O:2][C:3](=[O:14])[CH2:4][C:5]1[CH:10]=[CH:9][C:8]([O:11][CH3:12])=[C:7](Br)[CH:6]=1.[B:15]1([B:15]2[O:19][C:18]([CH3:21])([CH3:20])[C:17]([CH3:23])([CH3:22])[O:16]2)[O:19][C:18]([CH3:21])([CH3:20])[C:17]([CH3:23])([CH3:22])[O:16]1.C([O-])(=O)C.[K+]. (4) Given the product [Cl:15][C:16]1[CH:17]=[N:18][CH:19]=[C:20]([Cl:23])[C:21]=1[N:1]1[CH2:4][CH:3]([C:5]2[NH:9][C:8]3[CH:10]=[CH:11][C:12]([CH3:14])=[CH:13][C:7]=3[N:6]=2)[CH2:2]1, predict the reactants needed to synthesize it. The reactants are: [NH:1]1[CH2:4][CH:3]([C:5]2[NH:9][C:8]3[CH:10]=[CH:11][C:12]([CH3:14])=[CH:13][C:7]=3[N:6]=2)[CH2:2]1.[Cl:15][C:16]1[CH:17]=[N:18][CH:19]=[C:20]([Cl:23])[C:21]=1Cl.CCN(CC)CC. (5) Given the product [OH:14][C:9]1[CH:8]=[C:3]2[C:2](=[CH:11][C:10]=1[O:12][CH3:13])[N:1]=[CH:20][NH:22][C:4]2=[O:5], predict the reactants needed to synthesize it. The reactants are: [NH2:1][C:2]1[CH:11]=[C:10]([O:12][CH3:13])[C:9]([OH:14])=[CH:8][C:3]=1[C:4](OC)=[O:5].CC(O)=O.O.[CH:20]([NH2:22])=O. (6) Given the product [Br:1][C:2]1[CH:11]=[C:10]([OH:28])[CH:9]=[CH:8][C:3]=1[C:4]([O:6][CH3:7])=[O:5], predict the reactants needed to synthesize it. The reactants are: [Br:1][C:2]1[CH:11]=[C:10]([N+]([O-])=O)[CH:9]=[CH:8][C:3]=1[C:4]([O:6][CH3:7])=[O:5].NC1C=CC=CC=1.NC1C=CC(C(OC)=[O:28])=C(Br)C=1.S(=O)(=O)(O)O.N([O-])=O.[Na+]. (7) Given the product [F:1][C:2]1[CH:7]=[CH:6][C:5]([C:8]([NH:12][CH2:11][CH2:10][N:13]2[CH2:18][CH2:17][CH2:16][C@@H:15]([C:19]([O:21][CH2:22][CH3:23])=[O:20])[CH2:14]2)=[O:9])=[CH:4][CH:3]=1, predict the reactants needed to synthesize it. The reactants are: [F:1][C:2]1[CH:7]=[CH:6][C:5]([C:8]2[O:9][CH2:10][CH2:11][N:12]=2)=[CH:4][CH:3]=1.[NH:13]1[CH2:18][CH2:17][CH2:16][C@@H:15]([C:19]([O:21][CH2:22][CH3:23])=[O:20])[CH2:14]1.